Dataset: Forward reaction prediction with 1.9M reactions from USPTO patents (1976-2016). Task: Predict the product of the given reaction. Given the reactants [CH3:1][C:2]1([CH3:15])[O:11][C:10]2[C:5](=[CH:6][C:7]([C:12]#[N:13])=[CH:8][CH:9]=2)[CH:4]2O[CH:3]12.[Cl:16][C:17]1[CH:22]=[CH:21][C:20]([C:23]2[NH:27][CH:26]=[N:25][CH:24]=2)=[CH:19][CH:18]=1, predict the reaction product. The product is: [Cl:16][C:17]1[CH:18]=[CH:19][C:20]([C:23]2[N:27]([C:4]3[C:5]4[C:10](=[CH:9][CH:8]=[C:7]([C:12]#[N:13])[CH:6]=4)[O:11][C:2]([CH3:15])([CH3:1])[CH:3]=3)[CH:26]=[N:25][CH:24]=2)=[CH:21][CH:22]=1.